This data is from Reaction yield outcomes from USPTO patents with 853,638 reactions. The task is: Predict the reaction yield, written as a fraction of the theoretical maximum amount of product (1.0 means a 100% yield; for example, 0.34 means a 34% yield). The reactants are N[C:2]([C:4]1[CH:9]=[CH:8][C:7](B(O)O)=[CH:6][C:5]=1Cl)=[O:3].I[C:15]1[C:23]2[C:18](=[N:19][CH:20]=[N:21][C:22]=2[NH2:24])[N:17]([CH:25]([CH3:27])[CH3:26])[N:16]=1.C([O-])([O-])=O.[Na+].[Na+]. The catalyst is CCO.COCCOC.C1C=CC([P]([Pd]([P](C2C=CC=CC=2)(C2C=CC=CC=2)C2C=CC=CC=2)([P](C2C=CC=CC=2)(C2C=CC=CC=2)C2C=CC=CC=2)[P](C2C=CC=CC=2)(C2C=CC=CC=2)C2C=CC=CC=2)(C2C=CC=CC=2)C2C=CC=CC=2)=CC=1. The product is [NH2:24][C:22]1[N:21]=[CH:20][N:19]=[C:18]2[N:17]([CH:25]([CH3:27])[CH3:26])[N:16]=[C:15]([C:6]3[CH:5]=[C:4]([CH2:2][OH:3])[CH:9]=[CH:8][CH:7]=3)[C:23]=12. The yield is 0.420.